This data is from Rat liver microsome stability data. The task is: Regression/Classification. Given a drug SMILES string, predict its absorption, distribution, metabolism, or excretion properties. Task type varies by dataset: regression for continuous measurements (e.g., permeability, clearance, half-life) or binary classification for categorical outcomes (e.g., BBB penetration, CYP inhibition). Dataset: rlm. (1) The compound is FC(F)(F)c1cccc(Nc2ccc(CNc3nc(-c4ccccc4C(F)(F)F)nc4ccccc34)cc2)c1. The result is 1 (stable in rat liver microsomes). (2) The drug is COc1cc(Cl)c(C)cc1Nc1c2c(nc3ccccc13)CCC2. The result is 1 (stable in rat liver microsomes). (3) The compound is CC(C)n1nc(C(=O)N[C@H]2C[C@H]3CC[C@@H](C2)N3CC(O)CN2CCN(S(C)(=O)=O)CC2)c2ccccc21. The result is 0 (unstable in rat liver microsomes). (4) The molecule is C[C@@H]1CN(c2ccccc2)CCN1C(=O)Oc1cccc(N2CCS(=O)(=O)CC2)c1. The result is 1 (stable in rat liver microsomes). (5) The drug is COC(=O)c1ccnc(-c2cc(C(=O)Nc3ccc(C4(N)CC4)cc3)ccn2)c1. The result is 0 (unstable in rat liver microsomes). (6) The compound is CN(C)c1ccc(C2CCN(C(=O)Oc3cccc(N4CCS(=O)(=O)CC4)c3)CC2)cc1. The result is 1 (stable in rat liver microsomes).